Task: Regression. Given two drug SMILES strings and cell line genomic features, predict the synergy score measuring deviation from expected non-interaction effect.. Dataset: Merck oncology drug combination screen with 23,052 pairs across 39 cell lines (1) Drug 1: CN(Cc1cnc2nc(N)nc(N)c2n1)c1ccc(C(=O)NC(CCC(=O)O)C(=O)O)cc1. Drug 2: CS(=O)(=O)CCNCc1ccc(-c2ccc3ncnc(Nc4ccc(OCc5cccc(F)c5)c(Cl)c4)c3c2)o1. Cell line: MSTO. Synergy scores: synergy=-2.40. (2) Drug 1: COc1cc(C2c3cc4c(cc3C(OC3OC5COC(C)OC5C(O)C3O)C3COC(=O)C23)OCO4)cc(OC)c1O. Drug 2: CC(C)CC(NC(=O)C(Cc1ccccc1)NC(=O)c1cnccn1)B(O)O. Cell line: LOVO. Synergy scores: synergy=5.78. (3) Drug 1: O=P1(N(CCCl)CCCl)NCCCO1. Drug 2: C#Cc1cccc(Nc2ncnc3cc(OCCOC)c(OCCOC)cc23)c1. Cell line: OCUBM. Synergy scores: synergy=2.14. (4) Drug 1: Cn1nnc2c(C(N)=O)ncn2c1=O. Drug 2: CCc1cnn2c(NCc3ccc[n+]([O-])c3)cc(N3CCCCC3CCO)nc12. Cell line: SKOV3. Synergy scores: synergy=-8.72. (5) Cell line: LNCAP. Drug 1: CN1C(=O)C=CC2(C)C3CCC4(C)C(NC(=O)OCC(F)(F)F)CCC4C3CCC12. Synergy scores: synergy=12.2. Drug 2: CC1CC2C3CCC4=CC(=O)C=CC4(C)C3(F)C(O)CC2(C)C1(O)C(=O)CO. (6) Drug 1: O=S1(=O)NC2(CN1CC(F)(F)F)C1CCC2Cc2cc(C=CCN3CCC(C(F)(F)F)CC3)ccc2C1. Drug 2: COC1CC2CCC(C)C(O)(O2)C(=O)C(=O)N2CCCCC2C(=O)OC(C(C)CC2CCC(OP(C)(C)=O)C(OC)C2)CC(=O)C(C)C=C(C)C(O)C(OC)C(=O)C(C)CC(C)C=CC=CC=C1C. Cell line: UWB1289BRCA1. Synergy scores: synergy=9.67. (7) Drug 1: CS(=O)(=O)CCNCc1ccc(-c2ccc3ncnc(Nc4ccc(OCc5cccc(F)c5)c(Cl)c4)c3c2)o1. Drug 2: NC1(c2ccc(-c3nc4ccn5c(=O)[nH]nc5c4cc3-c3ccccc3)cc2)CCC1. Cell line: NCIH2122. Synergy scores: synergy=61.7. (8) Drug 1: CCC1(O)C(=O)OCc2c1cc1n(c2=O)Cc2cc3c(CN(C)C)c(O)ccc3nc2-1. Drug 2: Cn1cc(-c2cnn3c(N)c(Br)c(C4CCCNC4)nc23)cn1. Cell line: T47D. Synergy scores: synergy=-49.8. (9) Drug 1: N.N.O=C(O)C1(C(=O)O)CCC1.[Pt]. Drug 2: COC1CC2CCC(C)C(O)(O2)C(=O)C(=O)N2CCCCC2C(=O)OC(C(C)CC2CCC(OP(C)(C)=O)C(OC)C2)CC(=O)C(C)C=C(C)C(O)C(OC)C(=O)C(C)CC(C)C=CC=CC=C1C. Cell line: NCIH2122. Synergy scores: synergy=10.7.